Task: Predict the product of the given reaction.. Dataset: Forward reaction prediction with 1.9M reactions from USPTO patents (1976-2016) (1) Given the reactants [CH3:1][S-:2].[Na+].[CH2:4]([O:11][C:12]1[CH:13]=[C:14]2[C:19](=[CH:20][CH:21]=1)[N:18]=[CH:17][C:16]([N+:22]([O-:24])=[O:23])=[C:15]2[NH:25][CH2:26][CH2:27][CH2:28][CH2:29][CH2:30]Cl)[C:5]1[CH:10]=[CH:9][CH:8]=[CH:7][CH:6]=1, predict the reaction product. The product is: [CH2:4]([O:11][C:12]1[CH:13]=[C:14]2[C:19](=[CH:20][CH:21]=1)[N:18]=[CH:17][C:16]([N+:22]([O-:24])=[O:23])=[C:15]2[NH:25][CH2:26][CH2:27][CH2:28][CH2:29][CH2:30][S:2][CH3:1])[C:5]1[CH:10]=[CH:9][CH:8]=[CH:7][CH:6]=1. (2) Given the reactants [CH3:1][N:2]1[C:6]([C:7]2[CH:12]=[CH:11][CH:10]=[CH:9][C:8]=2[CH3:13])=[N:5][N:4]=[C:3]1[C:14]1([NH2:19])[CH2:18][CH2:17][CH2:16][CH2:15]1.C(N(C(C)C)CC)(C)C.[C:29]1([N:35]=[C:36]=[O:37])[CH:34]=[CH:33][CH:32]=[CH:31][CH:30]=1, predict the reaction product. The product is: [CH3:1][N:2]1[C:6]([C:7]2[CH:12]=[CH:11][CH:10]=[CH:9][C:8]=2[CH3:13])=[N:5][N:4]=[C:3]1[C:14]1([NH:19][C:36]([NH:35][C:29]2[CH:34]=[CH:33][CH:32]=[CH:31][CH:30]=2)=[O:37])[CH2:15][CH2:16][CH2:17][CH2:18]1.